From a dataset of NCI-60 drug combinations with 297,098 pairs across 59 cell lines. Regression. Given two drug SMILES strings and cell line genomic features, predict the synergy score measuring deviation from expected non-interaction effect. (1) Drug 1: CC(CN1CC(=O)NC(=O)C1)N2CC(=O)NC(=O)C2. Drug 2: N.N.Cl[Pt+2]Cl. Cell line: HCT-15. Synergy scores: CSS=34.0, Synergy_ZIP=-1.60, Synergy_Bliss=0.971, Synergy_Loewe=-2.08, Synergy_HSA=-1.09. (2) Drug 1: CC1=CC2C(CCC3(C2CCC3(C(=O)C)OC(=O)C)C)C4(C1=CC(=O)CC4)C. Drug 2: C1=NC2=C(N1)C(=S)N=CN2. Cell line: A498. Synergy scores: CSS=9.22, Synergy_ZIP=-3.29, Synergy_Bliss=-1.20, Synergy_Loewe=-0.965, Synergy_HSA=-0.918.